This data is from Reaction yield outcomes from USPTO patents with 853,638 reactions. The task is: Predict the reaction yield, written as a fraction of the theoretical maximum amount of product (1.0 means a 100% yield; for example, 0.34 means a 34% yield). (1) The reactants are [O:1]1[C:5]2[CH:6]=[C:7]3[CH:12]=[C:11]([C:13]([O:15]CC)=[O:14])[O:10][C:8]3=[CH:9][C:4]=2[NH:3][C:2]1=[O:18].[OH-].[K+]. The catalyst is C(O)C. The product is [O:1]1[C:5]2[CH:6]=[C:7]3[CH:12]=[C:11]([C:13]([OH:15])=[O:14])[O:10][C:8]3=[CH:9][C:4]=2[NH:3][C:2]1=[O:18]. The yield is 0.950. (2) The reactants are O[CH2:2][CH2:3][CH2:4][N:5]1[C:9]2=[N:10][CH:11]=[CH:12][CH:13]=[C:8]2[C:7]([C:14]2[C:15](=[O:30])[NH:16][C:17](=[O:29])[C:18]=2[C:19]2[C:28]3[C:23](=[CH:24][CH:25]=[CH:26][CH:27]=3)[CH:22]=[CH:21][CH:20]=2)=[CH:6]1.[N:31]1[CH:36]=CC=C[CH:32]=1.CS(OS(C)(=O)=O)(=O)=O.CNC. The catalyst is C1COCC1. The product is [CH3:32][N:31]([CH3:36])[CH2:2][CH2:3][CH2:4][N:5]1[C:9]2=[N:10][CH:11]=[CH:12][CH:13]=[C:8]2[C:7]([C:14]2[C:15](=[O:30])[NH:16][C:17](=[O:29])[C:18]=2[C:19]2[C:28]3[C:23](=[CH:24][CH:25]=[CH:26][CH:27]=3)[CH:22]=[CH:21][CH:20]=2)=[CH:6]1. The yield is 0.220.